From a dataset of NCI-60 drug combinations with 297,098 pairs across 59 cell lines. Regression. Given two drug SMILES strings and cell line genomic features, predict the synergy score measuring deviation from expected non-interaction effect. (1) Drug 1: CC1C(C(=O)NC(C(=O)N2CCCC2C(=O)N(CC(=O)N(C(C(=O)O1)C(C)C)C)C)C(C)C)NC(=O)C3=C4C(=C(C=C3)C)OC5=C(C(=O)C(=C(C5=N4)C(=O)NC6C(OC(=O)C(N(C(=O)CN(C(=O)C7CCCN7C(=O)C(NC6=O)C(C)C)C)C)C(C)C)C)N)C. Drug 2: CC1CCC2CC(C(=CC=CC=CC(CC(C(=O)C(C(C(=CC(C(=O)CC(OC(=O)C3CCCCN3C(=O)C(=O)C1(O2)O)C(C)CC4CCC(C(C4)OC)OCCO)C)C)O)OC)C)C)C)OC. Cell line: CAKI-1. Synergy scores: CSS=-3.29, Synergy_ZIP=0.619, Synergy_Bliss=0.301, Synergy_Loewe=-5.58, Synergy_HSA=-1.21. (2) Drug 1: CNC(=O)C1=CC=CC=C1SC2=CC3=C(C=C2)C(=NN3)C=CC4=CC=CC=N4. Drug 2: CC(C)NC(=O)C1=CC=C(C=C1)CNNC.Cl. Cell line: SF-268. Synergy scores: CSS=6.51, Synergy_ZIP=3.31, Synergy_Bliss=5.44, Synergy_Loewe=-4.18, Synergy_HSA=0.630.